This data is from Reaction yield outcomes from USPTO patents with 853,638 reactions. The task is: Predict the reaction yield, written as a fraction of the theoretical maximum amount of product (1.0 means a 100% yield; for example, 0.34 means a 34% yield). The reactants are [O:1]1[C:5]2[CH:6]=[C:7]([C:10]([O:12][CH3:13])=[O:11])[CH:8]=[CH:9][C:4]=2[CH:3]=[CH:2]1. The catalyst is CO.[Pd]. The product is [O:1]1[C:5]2[CH:6]=[C:7]([C:10]([O:12][CH3:13])=[O:11])[CH:8]=[CH:9][C:4]=2[CH2:3][CH2:2]1. The yield is 0.985.